From a dataset of Catalyst prediction with 721,799 reactions and 888 catalyst types from USPTO. Predict which catalyst facilitates the given reaction. (1) Reactant: Cl[C:2]1[CH:3]=[CH:4][C:5]2[N:6]=[CH:7][N:8]3[C:16]4[CH:15]=[CH:14][CH:13]=[C:12]([F:17])[C:11]=4[CH:10]=[C:9]3[C:18]=2[N:19]=1.[F:20][C:21]1[CH:26]=[CH:25][C:24]([C:27]2[O:28][C:29]3[CH:39]=[C:38]([N:40]([CH3:45])[S:41]([CH3:44])(=[O:43])=[O:42])[C:37](B4OC(C)(C)C(C)(C)O4)=[CH:36][C:30]=3[C:31]=2[C:32]([NH:34][CH3:35])=[O:33])=[CH:23][CH:22]=1.C([O-])([O-])=O.[Na+].[Na+].CC(C1C=C(C(C)C)C(C2C=CC=CC=2P(C2CCCCC2)C2CCCCC2)=C(C(C)C)C=1)C. Product: [F:20][C:21]1[CH:26]=[CH:25][C:24]([C:27]2[O:28][C:29]3[CH:39]=[C:38]([N:40]([CH3:45])[S:41]([CH3:44])(=[O:42])=[O:43])[C:37]([C:2]4[CH:3]=[CH:4][C:5]5[N:6]=[CH:7][N:8]6[C:16]7[CH:15]=[CH:14][CH:13]=[C:12]([F:17])[C:11]=7[CH:10]=[C:9]6[C:18]=5[N:19]=4)=[CH:36][C:30]=3[C:31]=2[C:32]([NH:34][CH3:35])=[O:33])=[CH:23][CH:22]=1. The catalyst class is: 333. (2) Reactant: [C:1]([O:5][C:6]([NH:8][C@@H:9]([CH2:13][C:14]1[CH:19]=[CH:18][CH:17]=[CH:16][CH:15]=1)[C:10]([OH:12])=O)=[O:7])([CH3:4])([CH3:3])[CH3:2].CN1CCOCC1.ClC(OCC(C)C)=O.Cl.[CH3:36][NH:37][O:38][CH3:39].C(N(CC)CC)C. Product: [C:1]([O:5][C:6](=[O:7])[NH:8][C@H:9]([C:10](=[O:12])[N:37]([O:38][CH3:39])[CH3:36])[CH2:13][C:14]1[CH:19]=[CH:18][CH:17]=[CH:16][CH:15]=1)([CH3:2])([CH3:3])[CH3:4]. The catalyst class is: 4. (3) Reactant: [CH2:1]([N:4]([CH2:27][CH2:28][CH3:29])[CH2:5][CH2:6][CH2:7][CH2:8][N:9]1[CH2:17][C:16]2[C:11](=[CH:12][CH:13]=[C:14]([CH2:18][NH:19][CH2:20][C:21]3[NH:22][CH:23]=[CH:24][N:25]=3)[CH:15]=2)[C:10]1=[O:26])[CH2:2][CH3:3].[CH3:30][N:31]1[CH:35]=[CH:34][N:33]=[C:32]1[CH:36]=O.C([BH3-])#N.[Na+].C(=O)([O-])O.[Na+]. Product: [CH2:27]([N:4]([CH2:1][CH2:2][CH3:3])[CH2:5][CH2:6][CH2:7][CH2:8][N:9]1[CH2:17][C:16]2[C:11](=[CH:12][CH:13]=[C:14]([CH2:18][N:19]([CH2:20][C:21]3[NH:22][CH:23]=[CH:24][N:25]=3)[CH2:36][C:32]3[N:31]([CH3:30])[CH:35]=[CH:34][N:33]=3)[CH:15]=2)[C:10]1=[O:26])[CH2:28][CH3:29]. The catalyst class is: 130. (4) Reactant: [C:1]([O:5][C:6](=[O:15])[NH:7][CH:8]1[CH2:13][CH2:12][CH:11]([NH2:14])[CH2:10][CH2:9]1)([CH3:4])([CH3:3])[CH3:2].C(N(CC)CC)C.[CH3:23][S:24](Cl)(=[O:26])=[O:25].FC(F)(F)C(O)=O.NC1CCC(NS(C)(=O)=O)CC1. Product: [C:1]([O:5][C:6](=[O:15])[NH:7][CH:8]1[CH2:9][CH2:10][CH:11]([NH:14][S:24]([CH3:23])(=[O:26])=[O:25])[CH2:12][CH2:13]1)([CH3:4])([CH3:2])[CH3:3]. The catalyst class is: 2. (5) Reactant: [NH:1]1[CH2:7][CH2:6][CH2:5][C:4](=[O:8])[CH2:3][CH2:2]1.C(N(CC)CC)C.[CH3:16][C:17]([O:20][C:21](O[C:21]([O:20][C:17]([CH3:19])([CH3:18])[CH3:16])=[O:22])=[O:22])([CH3:19])[CH3:18].[NH4+].[Cl-]. Product: [O:8]=[C:4]1[CH2:5][CH2:6][CH2:7][N:1]([C:21]([O:20][C:17]([CH3:19])([CH3:18])[CH3:16])=[O:22])[CH2:2][CH2:3]1. The catalyst class is: 91.